From a dataset of Full USPTO retrosynthesis dataset with 1.9M reactions from patents (1976-2016). Predict the reactants needed to synthesize the given product. Given the product [N:20]([CH2:6][C@@H:7]1[CH2:12][CH2:11][C@H:10]([C:13]([O:15][CH2:16][CH2:17][CH2:18][CH3:19])=[O:14])[CH2:9][CH2:8]1)=[N+:21]=[N-:22], predict the reactants needed to synthesize it. The reactants are: CS(O[CH2:6][C@@H:7]1[CH2:12][CH2:11][C@H:10]([C:13]([O:15][CH2:16][CH2:17][CH2:18][CH3:19])=[O:14])[CH2:9][CH2:8]1)(=O)=O.[N-:20]=[N+:21]=[N-:22].[Na+].